The task is: Predict the reactants needed to synthesize the given product.. This data is from Full USPTO retrosynthesis dataset with 1.9M reactions from patents (1976-2016). (1) Given the product [C:1]([C:5]1[CH:6]=[CH:7][C:8]2[C:14](=[O:15])[NH:13][CH2:12][CH2:11][NH:10][C:9]=2[CH:16]=1)([CH3:4])([CH3:2])[CH3:3], predict the reactants needed to synthesize it. The reactants are: [C:1]([C:5]1[CH:6]=[CH:7][C:8]2[C:14](=[O:15])[NH:13][CH2:12][CH:11]=[N:10][C:9]=2[CH:16]=1)([CH3:4])([CH3:3])[CH3:2].C([BH3-])#N.[Na+]. (2) The reactants are: C([O:8][C:9]1[CH:10]=[CH:11][C:12]2[C:13]3[N:21]([CH2:22][CH:23]([CH3:25])[CH3:24])[C:20]([CH3:26])=[N:19][C:14]=3[CH:15]=[N:16][C:17]=2[CH:18]=1)C1C=CC=CC=1.[H][H]. Given the product [CH3:26][C:20]1[N:21]([CH2:22][CH:23]([CH3:25])[CH3:24])[C:13]2[C:12]3[CH:11]=[CH:10][C:9]([OH:8])=[CH:18][C:17]=3[N:16]=[CH:15][C:14]=2[N:19]=1, predict the reactants needed to synthesize it. (3) Given the product [CH2:34]([O:33][C:24]1[CH:23]=[C:22]2[C:27](=[C:26]3[CH2:28][C:29]([CH3:32])([CH3:31])[O:30][C:25]=13)[C:18]([C:16]1[CH:15]=[CH:14][C:9]([C:10]([O:12][CH3:13])=[O:11])=[C:8]([NH:7][CH2:6][C:5]([OH:44])=[O:4])[CH:17]=1)=[N:19][C:20]([CH3:36])([CH3:37])[CH2:21]2)[CH3:35], predict the reactants needed to synthesize it. The reactants are: CC(C)([O:4][C:5](=[O:44])[CH2:6][N:7](C(=O)C(F)(F)F)[C:8]1[CH:17]=[C:16]([C:18]2[C:27]3[C:22](=[CH:23][C:24]([O:33][CH2:34][CH3:35])=[C:25]4[O:30][C:29]([CH3:32])([CH3:31])[CH2:28][C:26]4=3)[CH2:21][C:20]([CH3:37])([CH3:36])[N:19]=2)[CH:15]=[CH:14][C:9]=1[C:10]([O:12][CH3:13])=[O:11])C.C(=O)([O-])[O-].[K+].[K+]. (4) Given the product [Cl:10][C:11]1[CH:12]=[C:13]([CH2:24][OH:25])[C:14]2[O:18][C:17]([CH2:19][CH:20]([F:21])[F:22])=[CH:16][C:15]=2[CH:23]=1, predict the reactants needed to synthesize it. The reactants are: CC(C[AlH]CC(C)C)C.[Cl:10][C:11]1[CH:12]=[C:13]([C:24](OC)=[O:25])[C:14]2[O:18][C:17]([CH2:19][CH:20]([F:22])[F:21])=[CH:16][C:15]=2[CH:23]=1. (5) Given the product [Cl:1][C:2]1[C:7](=[O:8])[N:6]([CH2:9][C:10]([NH:12]/[CH:26]=[N:27]\[O:32][CH3:36])=[O:11])[N:5]=[CH:4][C:3]=1[NH:13][C@@H:14]1[CH2:19][C@@H:18]2[CH2:20][C@@H:16]([C:17]2([CH3:22])[CH3:21])[C@H:15]1[CH3:23], predict the reactants needed to synthesize it. The reactants are: [Cl:1][C:2]1[C:7](=[O:8])[N:6]([CH2:9][C:10]([NH2:12])=[O:11])[N:5]=[CH:4][C:3]=1[NH:13][C@@H:14]1[CH2:19][C@@H:18]2[CH2:20][C@@H:16]([C:17]2([CH3:22])[CH3:21])[C@H:15]1[CH3:23].CO[CH:26](OC)[N:27](C)C.[O:32]1[CH2:36]CCC1.O.Cl.CON.